From a dataset of Catalyst prediction with 721,799 reactions and 888 catalyst types from USPTO. Predict which catalyst facilitates the given reaction. Reactant: C(O[C:6]([N:8](C)[CH2:9][CH2:10][CH2:11][CH2:12][C:13]([O:15][CH2:16][C@H:17]1[O:21][N:20]=[C:19]([C:22]2[CH:27]=[CH:26][C:25]([C:28]3[CH:33]=[CH:32][C:31]([N:34]4[CH2:38][C@H:37]([CH2:39][N:40]5[CH:44]=[CH:43][N:42]=[N:41]5)[O:36][C:35]4=[O:45])=[CH:30][C:29]=3[F:46])=[CH:24][N:23]=2)[CH2:18]1)=[O:14])=O)(C)(C)C.C(O)(=O)C.Cl. Product: [CH3:6][NH:8][CH2:9][CH2:10][CH2:11][CH2:12][C:13]([O:15][CH2:16][C@H:17]1[O:21][N:20]=[C:19]([C:22]2[CH:27]=[CH:26][C:25]([C:28]3[CH:33]=[CH:32][C:31]([N:34]4[CH2:38][C@H:37]([CH2:39][N:40]5[CH:44]=[CH:43][N:42]=[N:41]5)[O:36][C:35]4=[O:45])=[CH:30][C:29]=3[F:46])=[CH:24][N:23]=2)[CH2:18]1)=[O:14]. The catalyst class is: 5.